The task is: Predict the product of the given reaction.. This data is from Forward reaction prediction with 1.9M reactions from USPTO patents (1976-2016). Given the reactants Br[C:2]1[S:3][CH:4]=[C:5]([C:7]2[CH:12]=[CH:11][C:10]([NH:13][S:14]([C:17]([F:20])([F:19])[F:18])(=[O:16])=[O:15])=[CH:9][C:8]=2[Cl:21])[N:6]=1.[CH3:22][C:23]1[C:27](B2OC(C)(C)C(C)(C)O2)=[C:26]([CH3:37])[O:25][N:24]=1.C(=O)([O-])[O-].[K+].[K+].CN(C)C=O, predict the reaction product. The product is: [Cl:21][C:8]1[CH:9]=[C:10]([NH:13][S:14]([C:17]([F:20])([F:19])[F:18])(=[O:16])=[O:15])[CH:11]=[CH:12][C:7]=1[C:5]1[N:6]=[C:2]([C:27]2[C:23]([CH3:22])=[N:24][O:25][C:26]=2[CH3:37])[S:3][CH:4]=1.